Dataset: Reaction yield outcomes from USPTO patents with 853,638 reactions. Task: Predict the reaction yield, written as a fraction of the theoretical maximum amount of product (1.0 means a 100% yield; for example, 0.34 means a 34% yield). (1) The yield is 0.320. The reactants are [CH3:1][O:2][C:3]1[C:12]([O:13][CH3:14])=[C:11]2[C:6]([C:7]([NH:15][C@@H:16]3[CH2:20][CH2:19][O:18][CH2:17]3)=[N:8][CH:9]=[N:10]2)=[CH:5][CH:4]=1.[H-].[Na+].I[CH2:24][CH3:25]. The catalyst is C1COCC1. The product is [CH2:24]([N:15]([C@@H:16]1[CH2:20][CH2:19][O:18][CH2:17]1)[C:7]1[C:6]2[C:11](=[C:12]([O:13][CH3:14])[C:3]([O:2][CH3:1])=[CH:4][CH:5]=2)[N:10]=[CH:9][N:8]=1)[CH3:25]. (2) The reactants are [Cl:1][C:2]1[CH:25]=[CH:24][C:5]([CH2:6][CH2:7][O:8][C:9]2[N:14]=[N:13][C:12]([C:15]3[CH:16]=[C:17]([CH:21]=[CH:22][CH:23]=3)[C:18](O)=[O:19])=[CH:11][CH:10]=2)=[CH:4][CH:3]=1.[F:26][C:27]1[CH:32]=[CH:31][C:30]([S:33]([NH2:36])(=[O:35])=[O:34])=[CH:29][CH:28]=1. The catalyst is CN(C)C1C=CN=CC=1.ClCCl. The product is [Cl:1][C:2]1[CH:3]=[CH:4][C:5]([CH2:6][CH2:7][O:8][C:9]2[N:14]=[N:13][C:12]([C:15]3[CH:16]=[C:17]([CH:21]=[CH:22][CH:23]=3)[C:18]([NH:36][S:33]([C:30]3[CH:29]=[CH:28][C:27]([F:26])=[CH:32][CH:31]=3)(=[O:35])=[O:34])=[O:19])=[CH:11][CH:10]=2)=[CH:24][CH:25]=1. The yield is 0.300. (3) The product is [CH2:1]([C:5]1[N:10]2[N:11]=[C:12]([CH3:14])[N:13]=[C:9]2[N:8]([C@H:15]2[CH2:20][CH2:19][C@H:18]([O:21][CH:49]([CH3:50])[C:48]([OH:40])([CH3:54])[CH3:53])[CH2:17][CH2:16]2)[C:7](=[O:22])[C:6]=1[CH2:23][C:24]1[CH:25]=[CH:26][C:27]([C:30]2[C:31]([C:36]#[N:37])=[CH:32][CH:33]=[CH:34][CH:35]=2)=[CH:28][CH:29]=1)[CH2:2][CH2:3][CH3:4]. The yield is 0.630. The catalyst is C([O-])(=O)C.[Rh+]. The reactants are [CH2:1]([C:5]1[N:10]2[N:11]=[C:12]([CH3:14])[N:13]=[C:9]2[N:8]([C@H:15]2[CH2:20][CH2:19][C@H:18]([OH:21])[CH2:17][CH2:16]2)[C:7](=[O:22])[C:6]=1[CH2:23][C:24]1[CH:29]=[CH:28][C:27]([C:30]2[C:31]([C:36]#[N:37])=[CH:32][CH:33]=[CH:34][CH:35]=2)=[CH:26][CH:25]=1)[CH2:2][CH2:3][CH3:4].C([O:40]C(=O)C(C)C[N+]#N)C.[C:48]1([CH3:54])[CH:53]=CC=[CH:50][CH:49]=1. (4) The reactants are [OH:1][CH2:2][C:3]([O:5][C@H:6]([CH2:35][N:36]([S:41]([C:44]1[CH:52]=[CH:51][C:47]2[O:48][CH2:49][O:50][C:46]=2[CH:45]=1)(=[O:43])=[O:42])[CH2:37][CH:38]([CH3:40])[CH3:39])[C@@H:7]([NH:23][C:24]([O:26][C@@H:27]1[C@H:34]2[C@H:30]([O:31][CH2:32][CH2:33]2)[O:29][CH2:28]1)=[O:25])[CH2:8][C:9]1[CH:14]=[CH:13][C:12]([O:15][CH2:16][C:17]2[N:18]=[C:19]([CH3:22])[S:20][CH:21]=2)=[CH:11][CH:10]=1)=[O:4].[Cl:53][CH2:54][C:55](Cl)=[O:56]. The catalyst is CN(C)C1C=CN=CC=1.ClCCl.O.Cl. The product is [Cl:53][CH2:54][C:55]([O:1][CH2:2][C:3]([O:5][C@H:6]([CH2:35][N:36]([S:41]([C:44]1[CH:52]=[CH:51][C:47]2[O:48][CH2:49][O:50][C:46]=2[CH:45]=1)(=[O:43])=[O:42])[CH2:37][CH:38]([CH3:39])[CH3:40])[C@@H:7]([NH:23][C:24]([O:26][C@@H:27]1[C@H:34]2[C@H:30]([O:31][CH2:32][CH2:33]2)[O:29][CH2:28]1)=[O:25])[CH2:8][C:9]1[CH:10]=[CH:11][C:12]([O:15][CH2:16][C:17]2[N:18]=[C:19]([CH3:22])[S:20][CH:21]=2)=[CH:13][CH:14]=1)=[O:4])=[O:56]. The yield is 0.840.